Dataset: Forward reaction prediction with 1.9M reactions from USPTO patents (1976-2016). Task: Predict the product of the given reaction. (1) The product is: [CH2:1]([O:3][C:4](=[O:20])[CH:5]([O:18][CH3:19])[CH2:6][C:7]1[CH:12]=[CH:11][C:10]([O:13][CH2:14][CH2:15][CH2:16][O:17][C:36]2[CH:35]=[CH:34][C:33]([C:30]3[CH:31]=[CH:32][C:27]([O:26][Si:25]([C:21]([CH3:24])([CH3:23])[CH3:22])([CH3:40])[CH3:41])=[CH:28][CH:29]=3)=[CH:38][CH:37]=2)=[CH:9][CH:8]=1)[CH3:2]. Given the reactants [CH2:1]([O:3][C:4](=[O:20])[C@@H:5]([O:18][CH3:19])[CH2:6][C:7]1[CH:12]=[CH:11][C:10]([O:13][CH2:14][CH2:15][CH2:16][OH:17])=[CH:9][CH:8]=1)[CH3:2].[C:21]([Si:25]([CH3:41])([CH3:40])[O:26][C:27]1[CH:32]=[CH:31][C:30]([C:33]2[CH:38]=[CH:37][C:36](O)=[CH:35][CH:34]=2)=[CH:29][CH:28]=1)([CH3:24])([CH3:23])[CH3:22].CC(OC(/N=N/C(OC(C)C)=O)=O)C, predict the reaction product. (2) Given the reactants Br[C:2]1[CH:7]=[CH:6][N:5]([CH:8]([CH3:16])[C:9]([O:11][C:12]([CH3:15])([CH3:14])[CH3:13])=[O:10])[C:4](=[O:17])[CH:3]=1.[Cl:18][C:19]1[CH:20]=[CH:21][C:22]([C:28]([F:31])([F:30])[F:29])=[C:23](B(O)O)[CH:24]=1, predict the reaction product. The product is: [Cl:18][C:19]1[CH:20]=[CH:21][C:22]([C:28]([F:29])([F:30])[F:31])=[C:23]([C:2]2[CH:7]=[CH:6][N:5]([CH:8]([CH3:16])[C:9]([O:11][C:12]([CH3:15])([CH3:14])[CH3:13])=[O:10])[C:4](=[O:17])[CH:3]=2)[CH:24]=1. (3) The product is: [CH3:22][O:23][C:24]1[CH:25]=[C:26]2[C:31](=[CH:32][C:33]=1[O:34][CH3:35])[C@H:30]([CH2:36][CH2:37][C:38]1[CH:43]=[CH:42][C:41]([CH3:44])=[CH:40][CH:39]=1)[N:29]([C@H:4]([C:5]1[CH:6]=[CH:7][CH:8]=[CH:9][CH:10]=1)[C:1]([NH2:2])=[O:3])[CH2:28][CH2:27]2. Given the reactants [C:1]([CH:4](OS(C1C=CC(C)=CC=1)(=O)=O)[C:5]1[CH:10]=[CH:9][CH:8]=[CH:7][CH:6]=1)(=[O:3])[NH2:2].[CH3:22][O:23][C:24]1[CH:25]=[C:26]2[C:31](=[CH:32][C:33]=1[O:34][CH3:35])[C@H:30]([CH2:36][CH2:37][C:38]1[CH:43]=[CH:42][C:41]([CH3:44])=[CH:40][CH:39]=1)[NH:29][CH2:28][CH2:27]2, predict the reaction product. (4) Given the reactants [CH2:1]([O:3][C:4]1[CH:11]=[CH:10][CH:9]=[CH:8][C:5]=1[C:6]#[N:7])[CH3:2].Cl[S:13]([OH:16])(=O)=[O:14].S(Cl)(Cl)=O.C(N(CC)CC)C.[CH2:28]([N:30]1[CH2:35][CH2:34][NH:33][CH2:32][CH2:31]1)[CH3:29], predict the reaction product. The product is: [CH2:1]([O:3][C:4]1[CH:11]=[CH:10][C:9]([S:13]([N:33]2[CH2:34][CH2:35][N:30]([CH2:28][CH3:29])[CH2:31][CH2:32]2)(=[O:16])=[O:14])=[CH:8][C:5]=1[C:6]#[N:7])[CH3:2]. (5) The product is: [CH3:23][CH2:22][CH2:21][N:13]([C@@H:7]1[CH2:8][C:9]2[CH:10]=[CH:11][CH:12]=[C:3]([OH:2])[C:4]=2[CH2:5][CH2:6]1)[CH2:14][CH2:15][C:16]1[S:17][CH:18]=[CH:19][CH:20]=1. Given the reactants C[O:2][C:3]1[CH:12]=[CH:11][CH:10]=[C:9]2[C:4]=1[CH2:5][CH2:6][CH:7]([N:13]([CH2:21][CH2:22][CH3:23])[CH2:14][CH2:15][C:16]1[S:17][CH:18]=[CH:19][CH:20]=1)[CH2:8]2.Br, predict the reaction product. (6) Given the reactants Br[CH2:2][C:3]1[CH2:8][CH2:7][O:6][CH2:5][C:4]=1[C:9]1[N:13]([CH:14]([CH3:16])[CH3:15])[N:12]=[CH:11][CH:10]=1.[OH:17][C:18]1[C:23]([CH:24]=[O:25])=[CH:22][C:21]([O:26][CH3:27])=[N:20][CH:19]=1.C([O-])([O-])=O.[K+].[K+], predict the reaction product. The product is: [CH:14]([N:13]1[C:9]([C:4]2[CH2:5][O:6][CH2:7][CH2:8][C:3]=2[CH2:2][O:17][C:18]2[C:23]([CH:24]=[O:25])=[CH:22][C:21]([O:26][CH3:27])=[N:20][CH:19]=2)=[CH:10][CH:11]=[N:12]1)([CH3:16])[CH3:15]. (7) Given the reactants C([Si](C)(C)[O:6][C:7]1[CH:12]=[CH:11][C:10]([C:13]2[CH:17]=[C:16]([C:18]([NH2:20])=[O:19])[O:15][N:14]=2)=[CH:9][CH:8]=1)(C)(C)C.C([O-])([O-])=O.[K+].[K+].C1OCCOCCOCCOCCOCCOC1.[F-].[K+].[Cl:49][C:50]1[CH:51]=[C:52]([CH:55]=[CH:56][CH:57]=1)[CH2:53]Cl, predict the reaction product. The product is: [Cl:49][C:50]1[CH:51]=[C:52]([CH:55]=[CH:56][CH:57]=1)[CH2:53][O:6][C:7]1[CH:8]=[CH:9][C:10]([C:13]2[CH:17]=[C:16]([C:18]([NH2:20])=[O:19])[O:15][N:14]=2)=[CH:11][CH:12]=1.